From a dataset of Reaction yield outcomes from USPTO patents with 853,638 reactions. Predict the reaction yield, written as a fraction of the theoretical maximum amount of product (1.0 means a 100% yield; for example, 0.34 means a 34% yield). (1) The reactants are [C@H:1]12[CH2:7][C@H:4]([NH:5][CH2:6]1)[CH2:3][N:2]2[CH2:8][C:9]1[N:10]([CH3:35])[C:11]2[C:16]([N:17]=1)=[C:15]([N:18]1[CH2:23][CH2:22][O:21][CH2:20][CH2:19]1)[N:14]=[C:13]([N:24]1[C:28]3[CH:29]=[CH:30][CH:31]=[CH:32][C:27]=3[N:26]=[C:25]1[CH2:33][CH3:34])[N:12]=2.[O:36]1[CH2:39][C:38](=O)[CH2:37]1.C(O[BH-](OC(=O)C)OC(=O)C)(=O)C.[Na+]. The catalyst is ClCCCl. The product is [CH2:33]([C:25]1[N:24]([C:13]2[N:12]=[C:11]3[C:16]([N:17]=[C:9]([CH2:8][N:2]4[CH2:3][C@@H:4]5[CH2:7][C@H:1]4[CH2:6][N:5]5[CH:38]4[CH2:39][O:36][CH2:37]4)[N:10]3[CH3:35])=[C:15]([N:18]3[CH2:23][CH2:22][O:21][CH2:20][CH2:19]3)[N:14]=2)[C:28]2[CH:29]=[CH:30][CH:31]=[CH:32][C:27]=2[N:26]=1)[CH3:34]. The yield is 0.450. (2) The yield is 0.778. The product is [CH3:1][CH2:2][C:3]([C:6]([O:8][C@@H:9]1[C@@H:14]2[C@@H:15]([CH2:20][CH2:21][C@@H:22]([OH:28])[CH2:23][C@@H:24]([OH:29])[CH2:25][C:26]([O-:27])=[O:31])[C@@H:16]([CH3:19])[CH:17]=[CH:18][C:13]2=[CH:12][C@H:36]([CH3:37])[CH2:10]1)=[O:7])([CH3:4])[CH3:5].[Na+:32]. The reactants are [CH3:1][CH2:2][C:3]([C:6]([O:8][C@@H:9]1[C@@H:14]2[C@@H:15]([CH2:20][CH2:21][C@H:22]3[O:28][C:26](=[O:27])[CH2:25][C@H:24]([OH:29])[CH2:23]3)[C@@H:16]([CH3:19])[CH:17]=[CH:18][C:13]2=[CH:12][C@H](C)[CH2:10]1)=[O:7])([CH3:5])[CH3:4].[OH-:31].[Na+:32].C(Cl)Cl.[C:36](#N)[CH3:37]. The catalyst is O.CC(C)=O.